Dataset: Forward reaction prediction with 1.9M reactions from USPTO patents (1976-2016). Task: Predict the product of the given reaction. (1) Given the reactants [N+:1]([C:4]1[CH:5]=[CH:6][C:7]([O:10][CH2:11][CH2:12][C:13]2[CH:18]=[CH:17][CH:16]=[CH:15][N:14]=2)=[N:8][CH:9]=1)([O-])=O.[Cl-].[NH4+], predict the reaction product. The product is: [N:14]1[CH:15]=[CH:16][CH:17]=[CH:18][C:13]=1[CH2:12][CH2:11][O:10][C:7]1[N:8]=[CH:9][C:4]([NH2:1])=[CH:5][CH:6]=1. (2) Given the reactants Cl[C:2]1[C:11]2[C:6](=[CH:7][CH:8]=[CH:9][CH:10]=2)[N:5]=[C:4]2[N:12]([C:16]3[CH:21]=[CH:20][CH:19]=[CH:18][N:17]=3)[N:13]=[C:14]([CH3:15])[C:3]=12.O1CCCC1.[CH3:27][NH:28][CH3:29], predict the reaction product. The product is: [CH3:27][N:28]([CH3:29])[C:2]1[C:11]2[C:6](=[CH:7][CH:8]=[CH:9][CH:10]=2)[N:5]=[C:4]2[N:12]([C:16]3[CH:21]=[CH:20][CH:19]=[CH:18][N:17]=3)[N:13]=[C:14]([CH3:15])[C:3]=12. (3) Given the reactants CO[C:3]1[CH:4]=[C:5]([CH:8]=[CH:9][CH:10]=1)[CH:6]=O.[CH3:11][NH2:12].[BH4-].[Na+], predict the reaction product. The product is: [CH3:11][NH:12][CH2:6][C:5]1[CH:8]=[CH:9][CH:10]=[CH:3][CH:4]=1. (4) Given the reactants [Cl:1][C:2]1[CH:3]=[C:4]([CH:7]=[CH:8][C:9]=1[O:10][CH2:11][CH2:12][C:13]1[CH:18]=[CH:17][CH:16]=[CH:15][CH:14]=1)[CH:5]=O.[C:19]([NH:22][NH2:23])([NH2:21])=[NH:20].Cl.CCOCC, predict the reaction product. The product is: [ClH:1].[Cl:1][C:2]1[CH:3]=[C:4]([CH:7]=[CH:8][C:9]=1[O:10][CH2:11][CH2:12][C:13]1[CH:18]=[CH:17][CH:16]=[CH:15][CH:14]=1)[CH:5]=[N:23][NH:22][C:19]([NH2:21])=[NH:20].